This data is from Catalyst prediction with 721,799 reactions and 888 catalyst types from USPTO. The task is: Predict which catalyst facilitates the given reaction. (1) Reactant: [CH3:1][O:2][C:3]([CH2:5][CH2:6][N:7]1[C:11](/[CH:12]=[C:13]2\[CH2:14][N:15]([C:20]([C:33]3[CH:38]=[CH:37][CH:36]=[CH:35][CH:34]=3)([C:27]3[CH:32]=[CH:31][CH:30]=[CH:29][CH:28]=3)[C:21]3[CH:26]=[CH:25][CH:24]=[CH:23][CH:22]=3)[CH2:16][CH2:17][C:18]\2=[O:19])=[CH:10][N:9]=[N:8]1)=[O:4].[BH4-].[Na+].[Cl-].[NH4+]. Product: [CH3:1][O:2][C:3]([CH2:5][CH2:6][N:7]1[C:11](/[CH:12]=[C:13]2\[CH2:14][N:15]([C:20]([C:33]3[CH:38]=[CH:37][CH:36]=[CH:35][CH:34]=3)([C:27]3[CH:32]=[CH:31][CH:30]=[CH:29][CH:28]=3)[C:21]3[CH:22]=[CH:23][CH:24]=[CH:25][CH:26]=3)[CH2:16][CH2:17][CH:18]\2[OH:19])=[CH:10][N:9]=[N:8]1)=[O:4]. The catalyst class is: 98. (2) Reactant: [CH2:1]([N:3]1[C:12]2[C:7](=[C:8]([O:15]C)[C:9]([O:13]C)=[CH:10][CH:11]=2)[C:6](=[O:17])[C:5]([C:18]([O:20][CH2:21][CH3:22])=[O:19])=[CH:4]1)[CH3:2].B(Br)(Br)Br.CCO. Product: [CH2:1]([N:3]1[C:12]2[C:7](=[C:8]([OH:15])[C:9]([OH:13])=[CH:10][CH:11]=2)[C:6](=[O:17])[C:5]([C:18]([O:20][CH2:21][CH3:22])=[O:19])=[CH:4]1)[CH3:2]. The catalyst class is: 4.